From a dataset of Full USPTO retrosynthesis dataset with 1.9M reactions from patents (1976-2016). Predict the reactants needed to synthesize the given product. (1) The reactants are: [CH3:1][O:2][C:3]1[CH:8]=[CH:7][CH:6]=[CH:5][C:4]=1[OH:9].Cl[C:11]1[C:20]2[C:15](=[CH:16][CH:17]=[CH:18][CH:19]=2)[CH:14]=[C:13]([NH:21][C:22]2[CH:26]=[C:25]([CH3:27])[NH:24][N:23]=2)[N:12]=1. Given the product [CH3:1][O:2][C:3]1[CH:8]=[CH:7][CH:6]=[CH:5][C:4]=1[O:9][C:11]1[C:20]2[C:15](=[CH:16][CH:17]=[CH:18][CH:19]=2)[CH:14]=[C:13]([NH:21][C:22]2[CH:26]=[C:25]([CH3:27])[NH:24][N:23]=2)[N:12]=1, predict the reactants needed to synthesize it. (2) Given the product [CH3:22][C:23]1[CH:28]=[CH:27][C:26]([S:29]([C:2]2[CH:3]=[CH:4][C:5]3[O:14][C:13]4[CH2:12][CH2:11][N:10]([C:15]([O:17][C:18]([CH3:21])([CH3:20])[CH3:19])=[O:16])[CH2:9][C:8]=4[C:6]=3[CH:7]=2)(=[O:31])=[O:30])=[CH:25][CH:24]=1, predict the reactants needed to synthesize it. The reactants are: Br[C:2]1[CH:3]=[CH:4][C:5]2[O:14][C:13]3[CH2:12][CH2:11][N:10]([C:15]([O:17][C:18]([CH3:21])([CH3:20])[CH3:19])=[O:16])[CH2:9][C:8]=3[C:6]=2[CH:7]=1.[CH3:22][C:23]1[CH:28]=[CH:27][C:26]([S:29]([O-:31])=[O:30])=[CH:25][CH:24]=1.[Na+]. (3) Given the product [N:1]1([CH2:6][CH2:7][CH2:8][NH:9][C:10]([C:12]2[CH:21]=[CH:20][C:19]3[C:14](=[C:15]([C:29]4[CH:28]=[CH:27][CH:26]=[C:25]([O:24][CH3:23])[CH:30]=4)[CH:16]=[N:17][CH:18]=3)[N:13]=2)=[O:11])[CH:5]=[CH:4][N:3]=[CH:2]1, predict the reactants needed to synthesize it. The reactants are: [N:1]1([CH2:6][CH2:7][CH2:8][NH:9][C:10]([C:12]2[CH:21]=[CH:20][C:19]3[C:14](=[C:15](Br)[CH:16]=[N:17][CH:18]=3)[N:13]=2)=[O:11])[CH:5]=[CH:4][N:3]=[CH:2]1.[CH3:23][O:24][C:25]1[CH:26]=[C:27](B(O)O)[CH:28]=[CH:29][CH:30]=1.C(=O)([O-])[O-].[Cs+].[Cs+]. (4) Given the product [C:20]([NH:24][C:6]([C:2]1[O:1][CH:5]=[CH:4][CH:3]=1)=[O:8])([CH3:23])([CH3:22])[CH3:21], predict the reactants needed to synthesize it. The reactants are: [O:1]1[CH:5]=[CH:4][CH:3]=[C:2]1[C:6]([OH:8])=O.CN(C=O)C.C(Cl)(=O)C(Cl)=O.[C:20]([NH2:24])([CH3:23])([CH3:22])[CH3:21]. (5) The reactants are: [CH:1]1([OH:7])[CH2:6][CH2:5][CH2:4][CH:3]=[CH:2]1.N1C=CC=CC=1.[C:14](OC(=O)C)(=[O:16])[CH3:15]. Given the product [C:14]([O:7][CH:1]1[CH2:6][CH2:5][CH2:4][CH:3]=[CH:2]1)(=[O:16])[CH3:15], predict the reactants needed to synthesize it. (6) The reactants are: [NH2:1][C:2]1[CH:10]=[CH:9][C:8]([O:11][C:12]([F:15])([F:14])[F:13])=[CH:7][C:3]=1[C:4]([NH2:6])=O.[Cl:16][C:17]1[CH:25]=[CH:24][CH:23]=[CH:22][C:18]=1[C:19](Cl)=O.[NH:26]1[CH2:30][CH2:29][CH2:28][CH2:27]1. Given the product [Cl:16][C:17]1[CH:25]=[CH:24][CH:23]=[CH:22][C:18]=1[C:19]1[N:6]=[C:4]([N:26]2[CH2:30][CH2:29][CH2:28][CH2:27]2)[C:3]2[C:2](=[CH:10][CH:9]=[C:8]([O:11][C:12]([F:15])([F:14])[F:13])[CH:7]=2)[N:1]=1, predict the reactants needed to synthesize it. (7) Given the product [CH2:2]([C@@:4]1([NH:13][CH2:18][C:17]2[CH:20]=[CH:21][CH:22]=[CH:23][C:16]=2[O:15][CH3:14])[CH2:6][C@H:5]1[C:7]1[CH:12]=[CH:11][CH:10]=[CH:9][CH:8]=1)[CH3:3], predict the reactants needed to synthesize it. The reactants are: Cl.[CH2:2]([C@@:4]1([NH2:13])[CH2:6][C@H:5]1[C:7]1[CH:12]=[CH:11][CH:10]=[CH:9][CH:8]=1)[CH3:3].[CH3:14][O:15][C:16]1[CH:23]=[CH:22][CH:21]=[CH:20][C:17]=1[CH:18]=O.[BH-](OC(C)=O)(OC(C)=O)OC(C)=O.[Na+]. (8) The reactants are: [F:1][C:2]1[C:7]([O:8][CH3:9])=[CH:6][C:5]([O:10][CH3:11])=[C:4]([F:12])[C:3]=1[C:13]1[N:18]=[CH:17][C:16]2[C:19](I)=[N:20][N:21](C3CCCCO3)[C:15]=2[CH:14]=1.[CH3:29][N:30]([CH3:52])[CH2:31][CH2:32][N:33]1[CH2:41][C:40]2[C:35](=[CH:36][CH:37]=[C:38](B3OC(C)(C)C(C)(C)O3)[CH:39]=2)[C:34]1=[O:51]. Given the product [F:1][C:2]1[C:7]([O:8][CH3:9])=[CH:6][C:5]([O:10][CH3:11])=[C:4]([F:12])[C:3]=1[C:13]1[N:18]=[CH:17][C:16]2[C:19]([C:38]3[CH:39]=[C:40]4[C:35](=[CH:36][CH:37]=3)[C:34](=[O:51])[N:33]([CH2:32][CH2:31][N:30]([CH3:52])[CH3:29])[CH2:41]4)=[N:20][NH:21][C:15]=2[CH:14]=1, predict the reactants needed to synthesize it.